This data is from Full USPTO retrosynthesis dataset with 1.9M reactions from patents (1976-2016). The task is: Predict the reactants needed to synthesize the given product. (1) Given the product [NH3:8].[Cl:1][C:2]1[CH:3]=[CH:4][C:5]([N:8]2[C:12]([CH3:13])=[N:11][N:10]=[C:9]2[N:14]2[CH2:19][CH2:18][C:17]3([C:23]4[CH:24]=[CH:25][CH:26]=[CH:27][C:22]=4[CH2:21][O:20]3)[CH2:16][CH2:15]2)=[CH:6][CH:7]=1, predict the reactants needed to synthesize it. The reactants are: [Cl:1][C:2]1[CH:7]=[CH:6][C:5]([N:8]2[C:12]([CH3:13])=[N:11][N:10]=[C:9]2[N:14]2[CH2:19][CH2:18][C:17]3([C:23]4[CH:24]=[CH:25][CH:26]=[CH:27][C:22]=4[C:21](=O)[O:20]3)[CH2:16][CH2:15]2)=[CH:4][CH:3]=1.[OH-].[Na+]. (2) Given the product [C:28]1([Se:27][C:5]([C:3]([O:2][CH3:1])=[O:4])([CH2:12][CH2:13][CH2:14][CH2:15][CH2:16][CH2:17][CH2:18][CH2:19][CH2:20][CH2:21][CH2:22][CH3:23])[C:6](=[O:11])[C:7]([O:9][CH3:10])=[O:8])[CH:33]=[CH:32][CH:31]=[CH:30][CH:29]=1, predict the reactants needed to synthesize it. The reactants are: [CH3:1][O:2][C:3]([CH:5]([CH2:12][CH2:13][CH2:14][CH2:15][CH2:16][CH2:17][CH2:18][CH2:19][CH2:20][CH2:21][CH2:22][CH3:23])[C:6](=[O:11])[C:7]([O:9][CH3:10])=[O:8])=[O:4].[H-].[Na+].Br[Se:27][C:28]1[CH:33]=[CH:32][CH:31]=[CH:30][CH:29]=1.O. (3) Given the product [CH3:27][N:26]1[C:22]([C:20]([NH:19][C:14]2[CH:15]=[CH:16][C:17]([CH3:18])=[C:12]([CH2:10][NH:11][C:6](=[O:9])[CH2:7][CH3:8])[CH:13]=2)=[O:21])=[C:23]([C:35]([F:38])([F:37])[F:36])[C:24]([C:28]([F:33])([F:34])[C:29]([F:30])([F:31])[F:32])=[N:25]1, predict the reactants needed to synthesize it. The reactants are: [C:6](O[C:6](=[O:9])[CH2:7][CH3:8])(=[O:9])[CH2:7][CH3:8].[C:10]([C:12]1[CH:13]=[C:14]([NH:19][C:20]([C:22]2[N:26]([CH3:27])[N:25]=[C:24]([C:28]([F:34])([F:33])[C:29]([F:32])([F:31])[F:30])[C:23]=2[C:35]([F:38])([F:37])[F:36])=[O:21])[CH:15]=[CH:16][C:17]=1[CH3:18])#[N:11].[BH4-].[Na+].NCCNCCN.